This data is from Ames mutagenicity test results for genotoxicity prediction. The task is: Regression/Classification. Given a drug SMILES string, predict its toxicity properties. Task type varies by dataset: regression for continuous values (e.g., LD50, hERG inhibition percentage) or binary classification for toxic/non-toxic outcomes (e.g., AMES mutagenicity, cardiotoxicity, hepatotoxicity). Dataset: ames. (1) The molecule is CC(C)(C)CCCCCC(=O)OC[C@H]1CO1. The result is 1 (mutagenic). (2) The molecule is Cc1c(O)cc2c(c1O)C(=O)c1ccccc1C2=O. The result is 1 (mutagenic). (3) The compound is CCCCCCCCCCCCCCCCCCO. The result is 0 (non-mutagenic). (4) The molecule is Cc1ccc2ccc3cc4ccccc4c4ccc1c2c34. The result is 1 (mutagenic). (5) The drug is Nc1ccccc1C(=O)CC(N)C(=O)O. The result is 0 (non-mutagenic). (6) The compound is CC12C=CC(=O)C=C1CCC1C2C(O)CC2(C)C1CCC2(O)C(=O)CO. The result is 0 (non-mutagenic). (7) The compound is CCOc1cc2c(c3ccc4ccccc4c13)CCC2=O. The result is 0 (non-mutagenic). (8) The drug is CCOc1ccc(NC(=O)CC(C)O)cc1. The result is 1 (mutagenic). (9) The molecule is Nc1c2ccccc2nc2ccc(Br)cc12. The result is 1 (mutagenic). (10) The drug is CCCCCCCCCCCCCC(=O)O. The result is 0 (non-mutagenic).